This data is from Forward reaction prediction with 1.9M reactions from USPTO patents (1976-2016). The task is: Predict the product of the given reaction. (1) Given the reactants COP([O-])(OC)=O.[C:8]1([I+][C:15]2[CH:20]=[CH:19][CH:18]=[CH:17][CH:16]=2)C=CC=CC=1.[C:21]1(C)[CH:26]=[CH:25][C:24]([S:27]([OH:30])(=[O:29])=[O:28])=[CH:23][CH:22]=1.N, predict the reaction product. The product is: [C:23]1([CH3:8])[C:24]([S:27]([O-:30])(=[O:28])=[O:29])=[CH:25][CH:26]=[CH:21][CH:22]=1.[C:15]1([S+:27]([C:15]2[CH:16]=[CH:17][CH:18]=[CH:19][CH:20]=2)[C:24]2[CH:23]=[CH:22][CH:21]=[CH:26][CH:25]=2)[CH:20]=[CH:19][CH:18]=[CH:17][CH:16]=1. (2) The product is: [Cl:7][C:8]1[CH:13]=[CH:12][C:11]([O:1][C@@H:2]2[CH2:6][CH2:5][NH:4][CH2:3]2)=[CH:10][N:9]=1. Given the reactants [OH:1][C@H:2]1[CH2:6][CH2:5][NH:4][CH2:3]1.[Cl:7][C:8]1[CH:13]=[CH:12][C:11](O)=[CH:10][N:9]=1, predict the reaction product. (3) Given the reactants [OH:1][C:2]1[C:10]([F:11])=[C:9]([F:12])[C:5]([C:6]([OH:8])=[O:7])=[C:4]([F:13])[C:3]=1[F:14].Cl.[N:16]12[CH2:23][CH2:22][CH:19]([CH2:20][CH2:21]1)[CH:18]([CH2:24][C:25](O)=[O:26])[CH2:17]2.C(N=C=NC(C)C)(C)C, predict the reaction product. The product is: [N:16]12[CH2:21][CH2:20][CH:19]([CH2:22][CH2:23]1)[CH:18]([CH2:24][C:25]([O:1][C:2]1[C:3]([F:14])=[C:4]([F:13])[C:5]([C:6]([OH:8])=[O:7])=[C:9]([F:12])[C:10]=1[F:11])=[O:26])[CH2:17]2. (4) Given the reactants C(OC([N:8]1[CH2:12][CH:11]([CH2:13][C:14]([OH:16])=[O:15])[CH2:10][C@@H:9]1[C@H:17]1[O:21]C(C)(C)[N:19]([C:24](=[O:26])[CH3:25])[C@H:18]1[CH2:27][C:28]1[CH:33]=[C:32]([F:34])[CH:31]=[C:30]([F:35])[CH:29]=1)=O)(C)(C)C.[ClH:36], predict the reaction product. The product is: [ClH:36].[C:24]([NH:19][C@@H:18]([CH2:27][C:28]1[CH:29]=[C:30]([F:35])[CH:31]=[C:32]([F:34])[CH:33]=1)[C@@H:17]([CH:9]1[NH:8][CH2:12][C@@H:11]([CH2:13][C:14]([OH:16])=[O:15])[CH2:10]1)[OH:21])(=[O:26])[CH3:25]. (5) Given the reactants [F:1][CH2:2][C@@:3]1([C:50]([OH:52])=[O:51])[CH2:8][CH2:7][C:6]([C:9]2[C:10]([CH3:49])([CH3:48])[C@H:11]3[C@:24]([CH3:27])([CH2:25][CH:26]=2)[C@@H:23]2[C@:14]([CH3:47])([C@@:15]4([CH3:46])[C@H:20]([CH2:21][CH2:22]2)[C@H:19]2[C@H:28]([C:31]([CH3:33])=[CH2:32])[CH2:29][CH2:30][C@:18]2([NH:34][CH2:35][C:36](N2CCC(O)(C)CC2)=[O:37])[CH2:17][CH2:16]4)[CH2:13][CH2:12]3)=[CH:5][CH2:4]1.[CH3:53][S:54]([N:57]1[CH2:62][CH2:61][NH:60][CH2:59][CH2:58]1)(=[O:56])=[O:55].C(O)(C(F)(F)F)=O, predict the reaction product. The product is: [F:1][CH2:2][C@@:3]1([C:50]([OH:52])=[O:51])[CH2:8][CH2:7][C:6]([C:9]2[C:10]([CH3:49])([CH3:48])[C@H:11]3[C@:24]([CH3:27])([CH2:25][CH:26]=2)[C@@H:23]2[C@:14]([CH3:47])([C@@:15]4([CH3:46])[C@H:20]([CH2:21][CH2:22]2)[C@H:19]2[C@H:28]([C:31]([CH3:33])=[CH2:32])[CH2:29][CH2:30][C@:18]2([NH:34][CH2:35][C:36]([N:60]2[CH2:61][CH2:62][N:57]([S:54]([CH3:53])(=[O:56])=[O:55])[CH2:58][CH2:59]2)=[O:37])[CH2:17][CH2:16]4)[CH2:13][CH2:12]3)=[CH:5][CH2:4]1. (6) Given the reactants [CH3:1][NH:2][C:3]1[CH:8]=[CH:7][N:6]=[C:5]([NH2:9])[CH:4]=1.Br[CH2:11][C:12]([C:14]1[CH:19]=[CH:18][C:17]([OH:20])=[C:16]([O:21][CH3:22])[CH:15]=1)=O, predict the reaction product. The product is: [CH3:22][O:21][C:16]1[CH:15]=[C:14]([C:12]2[N:9]=[C:5]3[CH:4]=[C:3]([NH:2][CH3:1])[CH:8]=[CH:7][N:6]3[CH:11]=2)[CH:19]=[CH:18][C:17]=1[OH:20]. (7) Given the reactants [C:1]([OH:6])(=O)[C:2]([CH3:4])=[O:3].O=S(Cl)Cl.[NH:11]1[CH2:15][CH2:14][CH2:13][CH2:12]1, predict the reaction product. The product is: [N:11]1([C:1](=[O:6])[C:2](=[O:3])[CH3:4])[CH2:15][CH2:14][CH2:13][CH2:12]1. (8) Given the reactants [CH:1]12[CH2:10][CH:5]3[CH2:6][CH:7]([CH2:9][CH:3]([CH2:4]3)[CH:2]1[NH:11][C:12]([C:14]1[CH:15]=[N:16][N:17]([CH3:20])[C:18]=1Cl)=[O:13])[CH2:8]2.[CH2:21]1[CH:25]([OH:26])[CH2:24][NH:23][CH2:22]1, predict the reaction product. The product is: [CH:1]12[CH2:10][CH:5]3[CH2:6][CH:7]([CH2:9][CH:3]([CH2:4]3)[CH:2]1[NH:11][C:12]([C:14]1[CH:15]=[N:16][N:17]([CH3:20])[C:18]=1[N:23]1[CH2:22][CH2:21][CH:25]([OH:26])[CH2:24]1)=[O:13])[CH2:8]2. (9) Given the reactants [N+:1]([C:4]1[CH:9]=[CH:8][CH:7]=[C:6]([OH:10])[C:5]=1[CH3:11])([O-])=O.[C:12](OC(=O)C)(=[O:14])[CH3:13].N1[CH:24]=[CH:23]C=CC=1.C[OH:26], predict the reaction product. The product is: [C:12]([O:10][C:6]1[CH:7]=[CH:8][CH:9]=[C:4]([NH:1][C:23](=[O:26])[CH3:24])[C:5]=1[CH3:11])(=[O:14])[CH3:13]. (10) Given the reactants [CH2:1]([O:8][CH2:9][C:10]([OH:12])=O)[C:2]1[CH:7]=[CH:6][CH:5]=[CH:4][CH:3]=1.C(Cl)(=O)C([Cl:16])=O.CN(C=O)C, predict the reaction product. The product is: [CH2:1]([O:8][CH2:9][C:10]([Cl:16])=[O:12])[C:2]1[CH:7]=[CH:6][CH:5]=[CH:4][CH:3]=1.